From a dataset of NCI-60 drug combinations with 297,098 pairs across 59 cell lines. Regression. Given two drug SMILES strings and cell line genomic features, predict the synergy score measuring deviation from expected non-interaction effect. (1) Drug 1: CC12CCC3C(C1CCC2=O)CC(=C)C4=CC(=O)C=CC34C. Drug 2: CC(C1=C(C=CC(=C1Cl)F)Cl)OC2=C(N=CC(=C2)C3=CN(N=C3)C4CCNCC4)N. Cell line: HCT-15. Synergy scores: CSS=49.3, Synergy_ZIP=0.934, Synergy_Bliss=1.25, Synergy_Loewe=0.510, Synergy_HSA=1.46. (2) Drug 1: CC1=C(C(=O)C2=C(C1=O)N3CC4C(C3(C2COC(=O)N)OC)N4)N. Drug 2: COCCOC1=C(C=C2C(=C1)C(=NC=N2)NC3=CC=CC(=C3)C#C)OCCOC.Cl. Cell line: A549. Synergy scores: CSS=44.6, Synergy_ZIP=-0.573, Synergy_Bliss=-1.21, Synergy_Loewe=-5.01, Synergy_HSA=2.31. (3) Drug 1: C1CCC(C1)C(CC#N)N2C=C(C=N2)C3=C4C=CNC4=NC=N3. Drug 2: C1CC(=O)NC(=O)C1N2CC3=C(C2=O)C=CC=C3N. Cell line: NCIH23. Synergy scores: CSS=7.12, Synergy_ZIP=-2.53, Synergy_Bliss=-2.42, Synergy_Loewe=-0.991, Synergy_HSA=-1.54. (4) Synergy scores: CSS=13.2, Synergy_ZIP=-4.21, Synergy_Bliss=-1.97, Synergy_Loewe=-2.26, Synergy_HSA=-0.532. Drug 2: C1CN1P(=S)(N2CC2)N3CC3. Drug 1: CC12CCC(CC1=CCC3C2CCC4(C3CC=C4C5=CN=CC=C5)C)O. Cell line: IGROV1. (5) Drug 1: CNC(=O)C1=NC=CC(=C1)OC2=CC=C(C=C2)NC(=O)NC3=CC(=C(C=C3)Cl)C(F)(F)F. Drug 2: N.N.Cl[Pt+2]Cl. Cell line: RPMI-8226. Synergy scores: CSS=52.8, Synergy_ZIP=-2.05, Synergy_Bliss=-3.25, Synergy_Loewe=-22.1, Synergy_HSA=-1.57. (6) Drug 1: COCCOC1=C(C=C2C(=C1)C(=NC=N2)NC3=CC=CC(=C3)C#C)OCCOC.Cl. Drug 2: CC1C(C(CC(O1)OC2CC(CC3=C2C(=C4C(=C3O)C(=O)C5=C(C4=O)C(=CC=C5)OC)O)(C(=O)CO)O)N)O.Cl. Cell line: COLO 205. Synergy scores: CSS=57.4, Synergy_ZIP=-0.377, Synergy_Bliss=2.20, Synergy_Loewe=-10.3, Synergy_HSA=4.01. (7) Drug 1: CC(CN1CC(=O)NC(=O)C1)N2CC(=O)NC(=O)C2. Drug 2: CC1CCCC2(C(O2)CC(NC(=O)CC(C(C(=O)C(C1O)C)(C)C)O)C(=CC3=CSC(=N3)C)C)C. Cell line: OVCAR3. Synergy scores: CSS=7.71, Synergy_ZIP=-4.20, Synergy_Bliss=-4.31, Synergy_Loewe=-7.54, Synergy_HSA=-5.42.